This data is from CYP2D6 inhibition data for predicting drug metabolism from PubChem BioAssay. The task is: Regression/Classification. Given a drug SMILES string, predict its absorption, distribution, metabolism, or excretion properties. Task type varies by dataset: regression for continuous measurements (e.g., permeability, clearance, half-life) or binary classification for categorical outcomes (e.g., BBB penetration, CYP inhibition). Dataset: cyp2d6_veith. The molecule is COc1cccc(Nc2ncc3nc(-c4cc(F)cc(F)c4)c(=O)n(C4CC4)c3n2)c1. The result is 0 (non-inhibitor).